The task is: Predict the reactants needed to synthesize the given product.. This data is from Full USPTO retrosynthesis dataset with 1.9M reactions from patents (1976-2016). The reactants are: Br[C:2]1[C:11]2[C:6](=[CH:7][CH:8]=[CH:9][CH:10]=2)[C:5]([Br:12])=[CH:4][CH:3]=1.[Cu](C#N)[C:14]#[N:15]. Given the product [Br:12][C:5]1[C:6]2[C:11](=[CH:10][CH:9]=[CH:8][CH:7]=2)[C:2]([C:14]#[N:15])=[CH:3][CH:4]=1, predict the reactants needed to synthesize it.